Dataset: Peptide-MHC class II binding affinity with 134,281 pairs from IEDB. Task: Regression. Given a peptide amino acid sequence and an MHC pseudo amino acid sequence, predict their binding affinity value. This is MHC class II binding data. (1) The peptide sequence is PGPSRGVQGFIFFFL. The MHC is H-2-IAb with pseudo-sequence H-2-IAb. The binding affinity (normalized) is 0. (2) The binding affinity (normalized) is 0.527. The peptide sequence is IAIAFLSVSNNYEYI. The MHC is HLA-DPA10201-DPB10101 with pseudo-sequence HLA-DPA10201-DPB10101. (3) The peptide sequence is VKLRRSSAAQVDGFY. The MHC is HLA-DPA10103-DPB10301 with pseudo-sequence HLA-DPA10103-DPB10301. The binding affinity (normalized) is 0.715. (4) The peptide sequence is LRKDYIKRQGSTPLA. The MHC is DRB1_0802 with pseudo-sequence DRB1_0802. The binding affinity (normalized) is 0.593. (5) The peptide sequence is MYLGTCKTLTPLMSS. The MHC is HLA-DQA10104-DQB10503 with pseudo-sequence HLA-DQA10104-DQB10503. The binding affinity (normalized) is 0.